From a dataset of Catalyst prediction with 721,799 reactions and 888 catalyst types from USPTO. Predict which catalyst facilitates the given reaction. (1) Reactant: [C:1]1([P:7]([C:14]2[CH:19]=[CH:18][CH:17]=[CH:16][CH:15]=2)[C:8]2[CH:13]=[CH:12][CH:11]=[CH:10][CH:9]=2)[CH:6]=[CH:5][CH:4]=[CH:3][CH:2]=1.C1(CC[OH:28])C=CC=CC=1.CC(OC(/N=N/C(OC(C)C)=O)=O)C. Product: [C:14]1([P:7](=[O:28])([C:1]2[CH:2]=[CH:3][CH:4]=[CH:5][CH:6]=2)[C:8]2[CH:13]=[CH:12][CH:11]=[CH:10][CH:9]=2)[CH:15]=[CH:16][CH:17]=[CH:18][CH:19]=1. The catalyst class is: 12. (2) Reactant: [N+:1]([C:4]1[CH:12]=[C:11]2[C:7]([C:8]([NH2:13])=[N:9][NH:10]2)=[CH:6][CH:5]=1)([O-:3])=[O:2].[CH3:14][C:15]1[S:19][CH:18]=[N:17][C:16]=1[CH:20]=O.C(O)(=O)C.C([BH3-])#N.[Na+]. Product: [CH3:14][C:15]1[S:19][CH:18]=[N:17][C:16]=1[CH2:20][NH:13][C:8]1[C:7]2[C:11](=[CH:12][C:4]([N+:1]([O-:3])=[O:2])=[CH:5][CH:6]=2)[NH:10][N:9]=1. The catalyst class is: 5.